This data is from Full USPTO retrosynthesis dataset with 1.9M reactions from patents (1976-2016). The task is: Predict the reactants needed to synthesize the given product. Given the product [CH2:1]([O:3][C:4](=[O:22])[CH2:5][C:6]1[CH:11]=[CH:10][CH:9]=[C:8]([O:12][C:13]2[CH:18]=[CH:17][C:16]([F:19])=[CH:15][C:14]=2[CH2:20][Br:24])[CH:7]=1)[CH3:2], predict the reactants needed to synthesize it. The reactants are: [CH2:1]([O:3][C:4](=[O:22])[CH2:5][C:6]1[CH:11]=[CH:10][CH:9]=[C:8]([O:12][C:13]2[CH:18]=[CH:17][C:16]([F:19])=[CH:15][C:14]=2[CH2:20]O)[CH:7]=1)[CH3:2].P(Br)(Br)[Br:24].